This data is from Reaction yield outcomes from USPTO patents with 853,638 reactions. The task is: Predict the reaction yield, written as a fraction of the theoretical maximum amount of product (1.0 means a 100% yield; for example, 0.34 means a 34% yield). (1) The reactants are [Cl:1][C:2]1[C:11]([O:12]CC)=[N:10][C:9](N)=[C:8]2[C:3]=1[CH:4]=[CH:5][CH:6]=[N:7]2.N1C=CC=CC=1.[FH:22].N([O-])=O.[Na+].C([O-])(O)=O.[Na+].[Al+3].[Cl-].[Cl-].[Cl-]. The catalyst is O. The product is [Cl:1][C:2]1[C:11]([OH:12])=[N:10][C:9]([F:22])=[C:8]2[C:3]=1[CH:4]=[CH:5][CH:6]=[N:7]2. The yield is 0.880. (2) The reactants are [F:1][C:2]1[CH:7]=[C:6]([F:8])[CH:5]=[CH:4][C:3]=1[C:9]1[CH:14]=[C:13]([N:15]2[C:19]3[CH:20]=[CH:21][C:22](B4OC(C)(C)C(C)(C)O4)=[CH:23][C:18]=3[N:17]=[CH:16]2)[CH:12]=[C:11]([NH:33][S:34]([CH:37]2[CH2:39][CH2:38]2)(=[O:36])=[O:35])[CH:10]=1.N#N.Br[C:43]1[S:44][C:45]([CH3:48])=[N:46][N:47]=1.C(=O)([O-])[O-].[Na+].[Na+]. The catalyst is COCCOC.C1C=CC(P(C2C=CC=CC=2)[C-]2C=CC=C2)=CC=1.C1C=CC(P(C2C=CC=CC=2)[C-]2C=CC=C2)=CC=1.Cl[Pd]Cl.[Fe+2]. The product is [F:1][C:2]1[CH:7]=[C:6]([F:8])[CH:5]=[CH:4][C:3]=1[C:9]1[CH:14]=[C:13]([N:15]2[C:19]3[CH:20]=[CH:21][C:22]([C:43]4[S:44][C:45]([CH3:48])=[N:46][N:47]=4)=[CH:23][C:18]=3[N:17]=[CH:16]2)[CH:12]=[C:11]([NH:33][S:34]([CH:37]2[CH2:39][CH2:38]2)(=[O:36])=[O:35])[CH:10]=1. The yield is 0.0420.